This data is from Full USPTO retrosynthesis dataset with 1.9M reactions from patents (1976-2016). The task is: Predict the reactants needed to synthesize the given product. (1) Given the product [CH2:31]([O:24][C:4]1[C:5]2[O:9][C:8]([C:10]([NH2:12])=[O:11])=[C:7]([NH:13][C:14](=[O:22])[C:15]3[CH:16]=[CH:17][C:18]([F:21])=[CH:19][CH:20]=3)[C:6]=2[CH:23]=[C:2]([F:1])[CH:3]=1)[CH3:32], predict the reactants needed to synthesize it. The reactants are: [F:1][C:2]1[CH:3]=[C:4]([OH:24])[C:5]2[O:9][C:8]([C:10]([NH2:12])=[O:11])=[C:7]([NH:13][C:14](=[O:22])[C:15]3[CH:20]=[CH:19][C:18]([F:21])=[CH:17][CH:16]=3)[C:6]=2[CH:23]=1.C(=O)([O-])[O-].[K+].[K+].[CH2:31](I)[CH3:32]. (2) Given the product [CH:16]1[C:36]2[C:13](=[C:8]([NH:7][C:6](=[O:15])[O:5][C:1]3[CH:3]=[CH:32][CH:27]=[CH:28][CH:4]=3)[CH:9]=[CH:10][CH:35]=2)[CH:21]=[CH:20][N:17]=1, predict the reactants needed to synthesize it. The reactants are: [C:1]([O:5][C:6](=[O:15])[NH:7][C@H:8]([CH2:13]Cl)[CH2:9][CH2:10]SC)([CH3:4])([CH3:3])C.[CH3:16][N:17]([CH3:20])C=O.[C:21](=O)([O-])[O-].[K+].[K+].[CH:27]1[C:32](O)=CC=C(C)[CH:28]=1.[C:35](OCC)(=O)[CH3:36]. (3) Given the product [CH2:14]([O:21][C:22]1[C:31]2[C:26](=[CH:27][C:28]([O:11][CH:8]3[CH2:7][CH2:6][C:5]4([O:1][CH2:34][CH2:35][O:36]4)[CH2:10][CH2:9]3)=[C:29]([Cl:32])[CH:30]=2)[CH:25]=[CH:24][N:23]=1)[C:15]1[CH:20]=[CH:19][CH:18]=[CH:17][CH:16]=1, predict the reactants needed to synthesize it. The reactants are: [O:1]1[C:5]2([CH2:10][CH2:9][CH:8]([OH:11])[CH2:7][CH2:6]2)CCO1.[H-].[Na+].[CH2:14]([O:21][C:22]1[C:31]2[C:26](=[CH:27][C:28](F)=[C:29]([Cl:32])[CH:30]=2)[CH:25]=[CH:24][N:23]=1)[C:15]1[CH:20]=[CH:19][CH:18]=[CH:17][CH:16]=1.[CH3:34][C:35](N(C)C)=[O:36].